From a dataset of Full USPTO retrosynthesis dataset with 1.9M reactions from patents (1976-2016). Predict the reactants needed to synthesize the given product. (1) Given the product [Cl:33][C:39]1[CH:38]=[CH:9][C:8]([NH:7][C:6]([NH:7][CH:8]([C:27]2[S:28][CH:29]=[CH:30][CH:31]=2)[C:9]([N:11]2[CH2:16][CH2:15][CH:14]([N:17]3[CH2:21][C:20]4=[CH:22][N:23]=[C:24]([CH3:25])[N:19]4[C:18]3=[O:26])[CH2:13][CH2:12]2)=[O:10])=[O:32])=[CH:27][CH:31]=1, predict the reactants needed to synthesize it. The reactants are: C(O[C:6](=[O:32])[NH:7][CH:8]([C:27]1[S:28][CH:29]=[CH:30][CH:31]=1)[C:9]([N:11]1[CH2:16][CH2:15][CH:14]([N:17]2[CH2:21][C:20]3=[CH:22][N:23]=[C:24]([CH3:25])[N:19]3[C:18]2=[O:26])[CH2:13][CH2:12]1)=[O:10])(C)(C)C.[ClH:33].C(O[CH2:38][CH3:39])(=O)C. (2) Given the product [C:19]([NH:18][C:16]1[S:15][C:13]2[N:14]=[C:9]([NH:8][C:6]3[CH:7]=[C:2]([NH:1][C:29](=[O:30])[C:28]4[CH:32]=[CH:33][CH:34]=[C:26]([O:25][CH:24]([F:23])[F:35])[CH:27]=4)[CH:3]=[CH:4][C:5]=3[CH3:22])[N:10]=[CH:11][C:12]=2[N:17]=1)(=[O:21])[CH3:20], predict the reactants needed to synthesize it. The reactants are: [NH2:1][C:2]1[CH:3]=[CH:4][C:5]([CH3:22])=[C:6]([NH:8][C:9]2[N:10]=[CH:11][C:12]3[N:17]=[C:16]([NH:18][C:19](=[O:21])[CH3:20])[S:15][C:13]=3[N:14]=2)[CH:7]=1.[F:23][CH:24]([F:35])[O:25][C:26]1[CH:27]=[C:28]([CH:32]=[CH:33][CH:34]=1)[C:29](O)=[O:30].F[P-](F)(F)(F)(F)F.N1(OC(N(C)C)=[N+](C)C)C2N=CC=CC=2N=N1.C(=O)([O-])O.[Na+].